From a dataset of Forward reaction prediction with 1.9M reactions from USPTO patents (1976-2016). Predict the product of the given reaction. (1) Given the reactants [C:1]([CH2:3][C@@H:4]1[CH2:8][CH2:7][CH2:6][N:5]1[C:9]([O:11][C:12]([CH3:15])([CH3:14])[CH3:13])=[O:10])#[N:2].CC1C=CC(S(OC[C@H]2CCCN2C(OC(C)(C)C)=O)(=O)=O)=CC=1, predict the reaction product. The product is: [C:1]([CH2:3][C@H:4]1[CH2:8][CH2:7][CH2:6][N:5]1[C:9]([O:11][C:12]([CH3:15])([CH3:14])[CH3:13])=[O:10])#[N:2]. (2) Given the reactants C([Si]([O:8][CH2:9][C:10]1[S:11][C:12]([Cl:23])=[C:13]([S:15][C:16]2[CH:21]=[CH:20][CH:19]=[C:18]([Cl:22])[CH:17]=2)[CH:14]=1)(C)C)(C)(C)C, predict the reaction product. The product is: [Cl:23][C:12]1[S:11][C:10]([CH2:9][OH:8])=[CH:14][C:13]=1[S:15][C:16]1[CH:21]=[CH:20][CH:19]=[C:18]([Cl:22])[CH:17]=1. (3) Given the reactants [OH-].[Na+].[Cl:3][C:4]1[CH:5]=[C:6]([C:14]2[O:18][N:17]=[C:16]([C:19]3[CH:20]=[CH:21][CH:22]=[C:23]4[C:27]=3[N:26]([CH2:28][CH:29]([CH3:31])[CH3:30])[CH:25]=[C:24]4[CH2:32][CH2:33][C:34]([O:36]CC(C)C)=[O:35])[N:15]=2)[CH:7]=[CH:8][C:9]=1[O:10][CH:11]([CH3:13])[CH3:12].Cl, predict the reaction product. The product is: [Cl:3][C:4]1[CH:5]=[C:6]([C:14]2[O:18][N:17]=[C:16]([C:19]3[CH:20]=[CH:21][CH:22]=[C:23]4[C:27]=3[N:26]([CH2:28][CH:29]([CH3:30])[CH3:31])[CH:25]=[C:24]4[CH2:32][CH2:33][C:34]([OH:36])=[O:35])[N:15]=2)[CH:7]=[CH:8][C:9]=1[O:10][CH:11]([CH3:12])[CH3:13]. (4) Given the reactants [CH2:1]([O:3][C:4](=[O:33])[CH2:5][CH2:6][C:7]1[CH:12]=[CH:11][C:10]([O:13][CH2:14][C:15]2[CH:20]=[CH:19][C:18]([C:21](C)(C)[O:22][SiH2]C(C)(C)C)=[C:17]([O:30][CH3:31])[CH:16]=2)=[CH:9][C:8]=1[F:32])[CH3:2].[F-].C([N+](CCCC)(CCCC)CCCC)CCC, predict the reaction product. The product is: [F:32][C:8]1[CH:9]=[C:10]([O:13][CH2:14][C:15]2[CH:20]=[CH:19][C:18]([CH2:21][OH:22])=[C:17]([O:30][CH3:31])[CH:16]=2)[CH:11]=[CH:12][C:7]=1[CH2:6][CH2:5][C:4]([O:3][CH2:1][CH3:2])=[O:33]. (5) Given the reactants [C:1]1(P([C:1]2[CH:6]=CC=[CH:3][CH:2]=2)[C:1]2[CH:6]=CC=[CH:3][CH:2]=2)[CH:6]=CC=[CH:3][CH:2]=1.C(O)CC=C.[Br:25][C:26]1[C:31]([OH:32])=[CH:30][CH:29]=[CH:28][N:27]=1.N(C(OC(C)C)=O)=NC(OC(C)C)=O, predict the reaction product. The product is: [Br:25][C:26]1[C:31]([O:32][CH2:3][CH2:2][CH:1]=[CH2:6])=[CH:30][CH:29]=[CH:28][N:27]=1. (6) Given the reactants [C:1]([C:3]1[CH:4]=[CH:5][C:6]2[N:11]3[C:12](=[O:21])[O:13][C@H:14]([CH2:15]CS([O-])(=O)=O)[C@@H:10]3[CH2:9][O:8][C:7]=2[CH:22]=1)#[N:2].[K].[C:24]1(=[O:34])[NH:28][C:27](=[O:29])[C:26]2=[CH:30][CH:31]=[CH:32][CH:33]=[C:25]12, predict the reaction product. The product is: [O:29]=[C:27]1[C:26]2[C:25](=[CH:33][CH:32]=[CH:31][CH:30]=2)[C:24](=[O:34])[N:28]1[CH2:15][C@H:14]1[C@H:10]2[N:11]([C:6]3[CH:5]=[CH:4][C:3]([C:1]#[N:2])=[CH:22][C:7]=3[O:8][CH2:9]2)[C:12](=[O:21])[O:13]1. (7) The product is: [CH3:3][N:4]1[CH2:9][CH2:8][N:7]([CH2:18][C:19]([O:21][C:22]([CH3:25])([CH3:24])[CH3:23])=[O:20])[CH2:6][CH2:5]1. Given the reactants Cl.Cl.[CH3:3][N:4]1[CH2:9][CH2:8][NH:7][CH2:6][CH2:5]1.C(N(CC)CC)C.Br[CH2:18][C:19]([O:21][C:22]([CH3:25])([CH3:24])[CH3:23])=[O:20], predict the reaction product. (8) Given the reactants [Cl:1][C:2]1[CH:3]=[C:4]2[C:9](=[CH:10][C:11]=1[O:12][C:13]1[CH:21]=[CH:20][C:16]([C:17]([OH:19])=O)=[CH:15][CH:14]=1)[O:8][CH2:7][CH2:6][CH:5]2[C:22]([O:24][CH2:25][CH3:26])=[O:23].C(Cl)(=O)C(Cl)=O.[F:33][C:34]([F:46])([F:45])[C:35]1[CH:44]=[CH:43][C:38]2[N:39]=[C:40]([NH2:42])[S:41][C:37]=2[CH:36]=1.C(N(C(C)C)CC)(C)C, predict the reaction product. The product is: [Cl:1][C:2]1[CH:3]=[C:4]2[C:9](=[CH:10][C:11]=1[O:12][C:13]1[CH:21]=[CH:20][C:16]([C:17](=[O:19])[NH:42][C:40]3[S:41][C:37]4[CH:36]=[C:35]([C:34]([F:46])([F:33])[F:45])[CH:44]=[CH:43][C:38]=4[N:39]=3)=[CH:15][CH:14]=1)[O:8][CH2:7][CH2:6][CH:5]2[C:22]([O:24][CH2:25][CH3:26])=[O:23].